This data is from Reaction yield outcomes from USPTO patents with 853,638 reactions. The task is: Predict the reaction yield, written as a fraction of the theoretical maximum amount of product (1.0 means a 100% yield; for example, 0.34 means a 34% yield). (1) The reactants are C1(P(C2C=CC=CC=2)C2C=CC=C3C=2OC2C(P(C4C=CC=CC=4)C4C=CC=CC=4)=CC=CC=2C3(C)C)C=CC=CC=1.CCN(C(C)C)C(C)C.[CH2:52]([SH:54])[CH3:53].I[C:56]1[CH:61]=[CH:60][C:59]([O:62][C:63]([F:66])([F:65])[F:64])=[CH:58][C:57]=1[N+:67]([O-:69])=[O:68]. The catalyst is O1CCOCC1.C1C=CC(/C=C/C(/C=C/C2C=CC=CC=2)=O)=CC=1.C1C=CC(/C=C/C(/C=C/C2C=CC=CC=2)=O)=CC=1.C1C=CC(/C=C/C(/C=C/C2C=CC=CC=2)=O)=CC=1.[Pd].[Pd].C(OCC)(=O)C.O. The product is [CH2:52]([S:54][C:56]1[CH:61]=[CH:60][C:59]([O:62][C:63]([F:66])([F:64])[F:65])=[CH:58][C:57]=1[N+:67]([O-:69])=[O:68])[CH3:53]. The yield is 0.800. (2) The reactants are [Cl:1][C:2]1[CH:3]=[CH:4][C:5]([CH2:8][O:9][C:10]2[CH:15]=[CH:14][NH:13][C:12](=[O:16])[CH:11]=2)=[N:6][CH:7]=1.[NH2:17][C:18]1[CH:23]=[CH:22][C:21](I)=[CH:20][N:19]=1.C([O-])([O-])=O.[K+].[K+].OC1C=CC=C2C=1N=CC=C2. The catalyst is CN(C=O)C.[Cu]I. The product is [Cl:1][C:2]1[CH:3]=[CH:4][C:5]([CH2:8][O:9][C:10]2[CH:15]=[CH:14][N:13]([C:21]3[CH:20]=[N:19][C:18]([NH2:17])=[CH:23][CH:22]=3)[C:12](=[O:16])[CH:11]=2)=[N:6][CH:7]=1. The yield is 0.719. (3) The reactants are C(NC(C)C)(C)C.[Li]CCCC.[C:13]([C:16]1[S:17][CH:18]=[CH:19][N:20]=1)(=[O:15])[CH3:14].C([C:23]([O:25][CH3:26])=[O:24])#N. The catalyst is C(OCC)C. The product is [O:15]=[C:13]([C:16]1[S:17][CH:18]=[CH:19][N:20]=1)[CH2:14][C:23]([O:25][CH3:26])=[O:24]. The yield is 0.990.